This data is from Forward reaction prediction with 1.9M reactions from USPTO patents (1976-2016). The task is: Predict the product of the given reaction. (1) Given the reactants [Si]([O:8][CH2:9][C@@H:10]([N:19]1[CH:24]=[CH:23][C:22]([C:25]2[CH:30]=[CH:29][N:28]=[C:27]([NH:31][C:32]3[CH:37]=[CH:36][N:35]=[C:34]([CH3:38])[CH:33]=3)[N:26]=2)=[CH:21][C:20]1=[O:39])[C:11]1[CH:16]=[CH:15][C:14]([Cl:17])=[C:13]([F:18])[CH:12]=1)(C(C)(C)C)(C)C.CCCC[N+](CCCC)(CCCC)CCCC.[F-].O, predict the reaction product. The product is: [Cl:17][C:14]1[CH:15]=[CH:16][C:11]([C@H:10]([N:19]2[CH:24]=[CH:23][C:22]([C:25]3[CH:30]=[CH:29][N:28]=[C:27]([NH:31][C:32]4[CH:37]=[CH:36][N:35]=[C:34]([CH3:38])[CH:33]=4)[N:26]=3)=[CH:21][C:20]2=[O:39])[CH2:9][OH:8])=[CH:12][C:13]=1[F:18]. (2) The product is: [CH:8]([O:11][C:12]1[CH:13]=[C:14]([CH:17]=[CH:18][C:19]=1[N+:20]([O-:22])=[O:21])[CH2:15][N:5]1[CH2:6][CH2:7][N:2]([CH3:1])[CH2:3][CH2:4]1)([CH3:10])[CH3:9]. Given the reactants [CH3:1][N:2]1[CH2:7][CH2:6][NH:5][CH2:4][CH2:3]1.[CH:8]([O:11][C:12]1[CH:13]=[C:14]([CH:17]=[CH:18][C:19]=1[N+:20]([O-:22])=[O:21])[CH:15]=O)([CH3:10])[CH3:9].C(O[BH-](OC(=O)C)OC(=O)C)(=O)C.[Na+].C(=O)([O-])O.[Na+], predict the reaction product. (3) Given the reactants [H-].[Li+].[C:3]1([CH:9]([C:17]2[CH:22]=[CH:21][CH:20]=[CH:19][CH:18]=2)[C:10]2[CH:11]=[CH:12][C:13](=[O:16])[NH:14][CH:15]=2)[CH:8]=[CH:7][CH:6]=[CH:5][CH:4]=1.I[CH2:24][CH2:25][CH2:26][C:27]1[CH:28]=[C:29]([CH:37]=[CH:38][CH:39]=1)[O:30][CH2:31][C:32]([O:34][CH2:35][CH3:36])=[O:33].Cl, predict the reaction product. The product is: [C:3]1([CH:9]([C:17]2[CH:22]=[CH:21][CH:20]=[CH:19][CH:18]=2)[C:10]2[CH:11]=[CH:12][C:13](=[O:16])[N:14]([CH2:24][CH2:25][CH2:26][C:27]3[CH:28]=[C:29]([CH:37]=[CH:38][CH:39]=3)[O:30][CH2:31][C:32]([O:34][CH2:35][CH3:36])=[O:33])[CH:15]=2)[CH:4]=[CH:5][CH:6]=[CH:7][CH:8]=1. (4) Given the reactants Br[C:2]1[C:10]2[C:5](=[CH:6][C:7]([C:11]([C:13]3[CH:14]=[CH:15][C:16]([CH3:30])=[C:17]([S:19]([NH:22][Si](C(C)(C)C)(C)C)(=[O:21])=[O:20])[CH:18]=3)=[O:12])=[CH:8][CH:9]=2)[N:4]([Si](C(C)(C)C)(C)C)[CH:3]=1.C(Cl)Cl.CO.[OH-].[NH4+:44], predict the reaction product. The product is: [CH3:30][C:16]1[CH:15]=[CH:14][C:13]([C:11]([C:7]2[CH:6]=[C:5]3[C:10]([C:2]([C:5]4[CH:10]=[CH:9][N:44]=[C:7]([CH3:8])[CH:6]=4)=[CH:3][NH:4]3)=[CH:9][CH:8]=2)=[O:12])=[CH:18][C:17]=1[S:19]([NH2:22])(=[O:21])=[O:20]. (5) Given the reactants [NH2:1][CH2:2][C@H:3]1[N:8]([C:9]([C:11]2[N:12]=[C:13]([CH3:23])[S:14][C:15]=2[C:16]2[CH:17]=[C:18]([CH3:22])[CH:19]=[CH:20][CH:21]=2)=[O:10])[CH2:7][C@H:6]2[C@@H:4]1[CH2:5]2.[NH:24]1[C:32]2[C:27](=[CH:28][CH:29]=[CH:30][CH:31]=2)[C:26]([C:33](O)=[O:34])=[N:25]1, predict the reaction product. The product is: [CH3:23][C:13]1[S:14][C:15]([C:16]2[CH:17]=[C:18]([CH3:22])[CH:19]=[CH:20][CH:21]=2)=[C:11]([C:9]([N:8]2[CH2:7][C@H:6]3[C@H:4]([CH2:5]3)[C@H:3]2[CH2:2][NH:1][C:33]([C:26]2[C:27]3[C:32](=[CH:31][CH:30]=[CH:29][CH:28]=3)[NH:24][N:25]=2)=[O:34])=[O:10])[N:12]=1.